From a dataset of Reaction yield outcomes from USPTO patents with 853,638 reactions. Predict the reaction yield, written as a fraction of the theoretical maximum amount of product (1.0 means a 100% yield; for example, 0.34 means a 34% yield). (1) The reactants are [OH:1][N:2]=[C:3]([Cl:10])[C:4]#[C:5][Si](C)(C)C.[Cl:11][C:12]1[CH:13]=[C:14](C#CC=NO)[CH:15]=[CH:16][CH:17]=1. No catalyst specified. The product is [Cl:11][C:12]1[CH:17]=[C:16]([C:5]#[C:4][C:3]([Cl:10])=[N:2][OH:1])[CH:15]=[CH:14][CH:13]=1. The yield is 0.964. (2) The reactants are [Br:1][C:2]1[CH:3]=[CH:4][CH:5]=[C:6]2[C:11]=1[NH:10][C:9](=O)[N:8]([CH2:13][C:14]([F:17])([F:16])[F:15])[C:7]2=[O:18].P(Cl)(Cl)([Cl:21])=O.CCN(C(C)C)C(C)C. No catalyst specified. The product is [Br:1][C:2]1[CH:3]=[CH:4][CH:5]=[C:6]2[C:11]=1[N:10]=[C:9]([Cl:21])[N:8]([CH2:13][C:14]([F:17])([F:16])[F:15])[C:7]2=[O:18]. The yield is 0.760. (3) The reactants are [F:1][C:2]1[CH:3]=[C:4]([CH:23]=[C:24]([F:26])[CH:25]=1)[C:5]([C:7]1[CH:8]=[C:9]2[C:13](=[CH:14][CH:15]=1)[NH:12][N:11]=[C:10]2[NH:16][C:17](=[O:22])[C:18]([F:21])([F:20])[F:19])=[O:6].Cl[C:28]([C:41]1[CH:46]=[CH:45][CH:44]=[CH:43][CH:42]=1)([C:35]1[CH:40]=[CH:39][CH:38]=[CH:37][CH:36]=1)[C:29]1[CH:34]=[CH:33][CH:32]=[CH:31][CH:30]=1.C(N(CC)CC)C. The catalyst is ClCCl. The product is [F:1][C:2]1[CH:3]=[C:4]([CH:23]=[C:24]([F:26])[CH:25]=1)[C:5]([C:7]1[CH:8]=[C:9]2[C:13](=[CH:14][CH:15]=1)[N:12]([C:28]([C:29]1[CH:34]=[CH:33][CH:32]=[CH:31][CH:30]=1)([C:41]1[CH:42]=[CH:43][CH:44]=[CH:45][CH:46]=1)[C:35]1[CH:36]=[CH:37][CH:38]=[CH:39][CH:40]=1)[N:11]=[C:10]2[NH:16][C:17](=[O:22])[C:18]([F:20])([F:21])[F:19])=[O:6]. The yield is 0.860. (4) The reactants are [F:1][C:2]1[CH:3]=[C:4]2[C:8](=[CH:9][CH:10]=1)[NH:7][C:6](=[O:11])/[C:5]/2=[CH:12]\[C:13]1[CH:18]=[CH:17][CH:16]=[C:15]([Cl:19])[CH:14]=1.[F:20][C:21]1[CH:22]=[CH:23][C:24]([CH3:36])=[C:25]([CH:27]=[N:28][C:29]([O:31][Si](C)(C)C)=[CH2:30])[CH:26]=1. The catalyst is C1(C)C=CC=CC=1. The product is [Cl:19][C:15]1[CH:14]=[C:13]([CH:12]2[CH2:30][C:29](=[O:31])[NH:28][CH:27]([C:25]3[CH:26]=[C:21]([F:20])[CH:22]=[CH:23][C:24]=3[CH3:36])[C:5]32[C:4]2[C:8](=[CH:9][CH:10]=[C:2]([F:1])[CH:3]=2)[NH:7][C:6]3=[O:11])[CH:18]=[CH:17][CH:16]=1. The yield is 0.410. (5) The reactants are Br[C:2]1[CH:3]=[CH:4][C:5]2[N:9]=[C:8]([C@@H:10]3[CH2:15][C@@H:14]4[C@@H:12]([CH2:13]4)[N:11]3[C:16]([O:18][C:19]([CH3:22])([CH3:21])[CH3:20])=[O:17])[NH:7][C:6]=2[CH:23]=1.[B:24]1([B:24]2[O:28][C:27]([CH3:30])([CH3:29])[C:26]([CH3:32])([CH3:31])[O:25]2)[O:28][C:27]([CH3:30])([CH3:29])[C:26]([CH3:32])([CH3:31])[O:25]1.C([O-])(=O)C.[K+]. The catalyst is O1CCOCC1.C1C=CC([P]([Pd]([P](C2C=CC=CC=2)(C2C=CC=CC=2)C2C=CC=CC=2)([P](C2C=CC=CC=2)(C2C=CC=CC=2)C2C=CC=CC=2)[P](C2C=CC=CC=2)(C2C=CC=CC=2)C2C=CC=CC=2)(C2C=CC=CC=2)C2C=CC=CC=2)=CC=1. The product is [CH3:31][C:26]1([CH3:32])[C:27]([CH3:30])([CH3:29])[O:28][B:24]([C:2]2[CH:3]=[CH:4][C:5]3[N:9]=[C:8]([C@@H:10]4[CH2:15][C@@H:14]5[C@@H:12]([CH2:13]5)[N:11]4[C:16]([O:18][C:19]([CH3:22])([CH3:21])[CH3:20])=[O:17])[NH:7][C:6]=3[CH:23]=2)[O:25]1. The yield is 0.770. (6) The reactants are [Cl:1][C:2]1[N:7]=[CH:6][C:5]([NH:8][CH2:9][CH2:10][OH:11])=[C:4]([C:12]#[C:13][C:14]([CH3:17])([CH3:16])[CH3:15])[CH:3]=1.CC([O-])(C)C.[K+]. The catalyst is CN(C=O)C. The product is [C:14]([C:13]1[N:8]([CH2:9][CH2:10][OH:11])[C:5]2=[CH:6][N:7]=[C:2]([Cl:1])[CH:3]=[C:4]2[CH:12]=1)([CH3:17])([CH3:16])[CH3:15]. The yield is 0.440.